Task: Predict the product of the given reaction.. Dataset: Forward reaction prediction with 1.9M reactions from USPTO patents (1976-2016) Given the reactants [F:1][C:2]([C:22]1[CH:34]=[CH:33][C:25]([O:26][CH2:27][C:28]([O:30]CC)=[O:29])=[C:24]([CH3:35])[CH:23]=1)([F:21])[CH2:3][CH2:4][C:5]1[S:9][C:8]([C:10]2[CH:15]=[CH:14][C:13]([C:16]([F:19])([F:18])[F:17])=[CH:12][CH:11]=2)=[N:7][C:6]=1[CH3:20], predict the reaction product. The product is: [F:1][C:2]([C:22]1[CH:34]=[CH:33][C:25]([O:26][CH2:27][C:28]([OH:30])=[O:29])=[C:24]([CH3:35])[CH:23]=1)([F:21])[CH2:3][CH2:4][C:5]1[S:9][C:8]([C:10]2[CH:11]=[CH:12][C:13]([C:16]([F:17])([F:18])[F:19])=[CH:14][CH:15]=2)=[N:7][C:6]=1[CH3:20].